This data is from Peptide-MHC class I binding affinity with 185,985 pairs from IEDB/IMGT. The task is: Regression. Given a peptide amino acid sequence and an MHC pseudo amino acid sequence, predict their binding affinity value. This is MHC class I binding data. (1) The peptide sequence is KSKFPRSML. The MHC is HLA-A30:01 with pseudo-sequence HLA-A30:01. The binding affinity (normalized) is 0.682. (2) The peptide sequence is NSSWPWQIEY. The MHC is Mamu-A02 with pseudo-sequence Mamu-A02. The binding affinity (normalized) is 0.577. (3) The MHC is HLA-C14:02 with pseudo-sequence HLA-C14:02. The binding affinity (normalized) is 0.512. The peptide sequence is VIYEAVIHL. (4) The peptide sequence is KEKGPIFRD. The MHC is HLA-A69:01 with pseudo-sequence HLA-A69:01. The binding affinity (normalized) is 0.0847.